From a dataset of Forward reaction prediction with 1.9M reactions from USPTO patents (1976-2016). Predict the product of the given reaction. (1) Given the reactants [C:1]([C:3]1[C:12]([N:13]2[CH2:18][CH2:17][N:16]([C:19](=[O:24])[CH2:20][CH2:21][O:22][CH3:23])[C@H:15]([CH:25]3[CH2:27][CH2:26]3)[CH2:14]2)=[N:11][C:10]([CH:28]2[CH2:30][CH2:29]2)=[C:9]2[C:4]=1[CH2:5][CH2:6][N:7](C(OC(C)(C)C)=O)[CH2:8]2)#[N:2].Cl.CO, predict the reaction product. The product is: [CH:28]1([C:10]2[C:9]3[CH2:8][NH:7][CH2:6][CH2:5][C:4]=3[C:3]([C:1]#[N:2])=[C:12]([N:13]3[CH2:18][CH2:17][N:16]([C:19](=[O:24])[CH2:20][CH2:21][O:22][CH3:23])[C@H:15]([CH:25]4[CH2:26][CH2:27]4)[CH2:14]3)[N:11]=2)[CH2:29][CH2:30]1. (2) Given the reactants [N+:1]([CH:3](S(C1C=CC(C)=CC=1)(=O)=O)[CH3:4])#[C-:2].[Br:15][C:16]1[CH:23]=[CH:22][C:19]([CH:20]=[O:21])=[CH:18][C:17]=1[F:24].C([O-])([O-])=O.[K+].[K+].O, predict the reaction product. The product is: [Br:15][C:16]1[CH:23]=[CH:22][C:19]([C:20]2[O:21][CH:2]=[N:1][C:3]=2[CH3:4])=[CH:18][C:17]=1[F:24]. (3) Given the reactants Br[C:2]1[C:6]2[CH:7]=[N:8][C:9]([NH2:23])=[C:10]([O:11][C@@H:12]([C:14]3[C:19]([Cl:20])=[CH:18][CH:17]=[C:16]([F:21])[C:15]=3[Cl:22])[CH3:13])[C:5]=2[O:4][CH:3]=1.[C:24]1(B(O)O)[CH:29]=[CH:28][CH:27]=[CH:26][CH:25]=1.C([O-])([O-])=O.[Cs+].[Cs+], predict the reaction product. The product is: [Cl:22][C:15]1[C:16]([F:21])=[CH:17][CH:18]=[C:19]([Cl:20])[C:14]=1[C@H:12]([O:11][C:10]1[C:5]2[O:4][CH:3]=[C:2]([C:24]3[CH:29]=[CH:28][CH:27]=[CH:26][CH:25]=3)[C:6]=2[CH:7]=[N:8][C:9]=1[NH2:23])[CH3:13]. (4) Given the reactants I[C:2]1[CH:7]=[CH:6][C:5]([N+:8]([O-:10])=[O:9])=[CH:4][CH:3]=1.BrC1C=CC([N+]([O-])=[O:19])=CC=1.[OH-].[Cs+], predict the reaction product. The product is: [N+:8]([C:5]1[CH:6]=[CH:7][C:2]([OH:19])=[CH:3][CH:4]=1)([O-:10])=[O:9]. (5) Given the reactants [CH3:1][C:2]1[CH:3]=[C:4]([CH:24]=[CH:25][C:26]=1[CH3:27])[O:5][C:6]1[CH:11]=[CH:10][C:9]([C:12]2[C:17]3=[N:18][S:19](=[O:23])(=[O:22])[CH2:20][CH2:21][N:16]3[CH:15]=[CH:14][CH:13]=2)=[CH:8][CH:7]=1, predict the reaction product. The product is: [CH3:1][C:2]1[CH:3]=[C:4]([CH:24]=[CH:25][C:26]=1[CH3:27])[O:5][C:6]1[CH:7]=[CH:8][C:9]([CH:12]2[C:17]3=[N:18][S:19](=[O:22])(=[O:23])[CH2:20][CH2:21][N:16]3[CH2:15][CH2:14][CH2:13]2)=[CH:10][CH:11]=1. (6) Given the reactants [CH3:1][O:2][C:3]1[CH:4]=[CH:5][C:6]2[NH:11][C:10](=[O:12])O[C:8](=[O:13])[C:7]=2[CH:14]=1.[CH3:15][O:16][C:17]1[CH:28]=[C:27]([O:29][CH3:30])[CH:26]=[CH:25][C:18]=1[CH2:19][NH:20][CH2:21]C(O)=O, predict the reaction product. The product is: [CH3:15][O:16][C:17]1[CH:28]=[C:27]([O:29][CH3:30])[CH:26]=[CH:25][C:18]=1[CH2:19][N:20]1[C:8](=[O:13])[C:7]2[CH:14]=[C:3]([O:2][CH3:1])[CH:4]=[CH:5][C:6]=2[NH:11][C:10](=[O:12])[CH2:21]1. (7) Given the reactants [CH2:1]([C:4]1[C:9]([CH3:10])=[C:8]([Cl:11])[CH:7]=[C:6]([CH:12]([CH3:14])[CH3:13])[C:5]=1[OH:15])[CH:2]=[CH2:3].ClC1C=C(C=CC=1)C(OO)=O.C(=O)([O-])[O-].[K+].[K+].ClC1C2OC(CO)CC=2C(C(F)(F)F)=CC=1.ClC1C=C(C(C)C)C2OC(CO)CC=2C=1C.C1(C)C=CC(S(Cl)(=O)=O)=CC=1.[CH3:76][C:77]1[CH:82]=[CH:81][C:80]([S:83]([O:86]CC2CC3C(C(F)(F)F)=CC=C(Cl)C=3O2)(=[O:85])=[O:84])=[CH:79][CH:78]=1, predict the reaction product. The product is: [CH3:76][C:77]1[CH:78]=[CH:79][C:80]([S:83]([O:86][CH2:3][CH:2]2[CH2:1][C:4]3[C:9]([CH3:10])=[C:8]([Cl:11])[CH:7]=[C:6]([CH:12]([CH3:13])[CH3:14])[C:5]=3[O:15]2)(=[O:85])=[O:84])=[CH:81][CH:82]=1. (8) Given the reactants [CH3:1][N:2]([CH3:17])[CH2:3][C@@H:4]([C:12]([N:14]([CH3:16])[CH3:15])=[O:13])[NH:5][C:6]1[CH2:10][S:9][C:8](=[O:11])[N:7]=1.[F:18][C:19]([F:40])([F:39])[C:20]1[CH:34]=[C:33]([C:35]([F:38])([F:37])[F:36])[CH:32]=[CH:31][C:21]=1[CH2:22][N:23]1[CH2:28][CH2:27][CH:26]([CH:29]=O)[CH2:25][CH2:24]1.C([O-])(=O)C.[NH2+]1CCCCC1, predict the reaction product. The product is: [F:40][C:19]([F:18])([F:39])[C:20]1[CH:34]=[C:33]([C:35]([F:38])([F:37])[F:36])[CH:32]=[CH:31][C:21]=1[CH2:22][N:23]1[CH2:28][CH2:27][CH:26](/[CH:29]=[C:10]2/[C:6]([NH:5][C@H:4]([C:12]([N:14]([CH3:16])[CH3:15])=[O:13])[CH2:3][N:2]([CH3:17])[CH3:1])=[N:7][C:8](=[O:11])[S:9]/2)[CH2:25][CH2:24]1.